From a dataset of Reaction yield outcomes from USPTO patents with 853,638 reactions. Predict the reaction yield, written as a fraction of the theoretical maximum amount of product (1.0 means a 100% yield; for example, 0.34 means a 34% yield). (1) The reactants are [C:1]([C:3]1([C:8](OC)=[O:9])[CH2:7][CH2:6][CH2:5][CH2:4]1)#[N:2].[BH4-].[Li+]. The catalyst is C1COCC1. The product is [OH:9][CH2:8][C:3]1([C:1]#[N:2])[CH2:7][CH2:6][CH2:5][CH2:4]1. The yield is 0.950. (2) The catalyst is COC(OC)C. The reactants are [CH2:1]([O:3][C:4]([C:6]1[CH:7]=[C:8]2[C:13](=[CH:14][CH:15]=1)[N:12]=[CH:11][C:10]([C:16]#[N:17])=[C:9]2Cl)=[O:5])[CH3:2].[CH3:19][CH:20]([CH3:25])[CH2:21]B(O)O.C(=O)([O-])[O-].[Na+].[Na+]. The product is [CH2:1]([O:3][C:4]([C:6]1[CH:7]=[C:8]2[C:13](=[CH:14][CH:15]=1)[N:12]=[CH:11][C:10]([C:16]#[N:17])=[C:9]2[CH2:19][CH:20]([CH3:25])[CH3:21])=[O:5])[CH3:2]. The yield is 0.790.